Dataset: Forward reaction prediction with 1.9M reactions from USPTO patents (1976-2016). Task: Predict the product of the given reaction. (1) Given the reactants O=[C:2]([CH2:6][CH2:7][C:8]([OH:10])=[O:9])[C:3]([OH:5])=[O:4].[NH4+:11].C([O-])=O.C(O)(=O)C(C)=O.N, predict the reaction product. The product is: [NH2:11][C@H:2]([C:3]([OH:5])=[O:4])[CH2:6][CH2:7][C:8]([OH:10])=[O:9]. (2) Given the reactants [F:1][C:2]1[CH:7]=[CH:6][C:5]([N:8]2[CH:12]([C:13]3[CH:18]=[CH:17][CH:16]=[C:15]([O:19][C:20]([F:23])([F:22])[F:21])[CH:14]=3)[CH2:11][C:10]([NH2:24])=[N:9]2)=[CH:4][CH:3]=1, predict the reaction product. The product is: [F:1][C:2]1[CH:7]=[CH:6][C:5]([N:8]2[C:12]([C:13]3[CH:18]=[CH:17][CH:16]=[C:15]([O:19][C:20]([F:21])([F:23])[F:22])[CH:14]=3)=[CH:11][C:10]([NH2:24])=[N:9]2)=[CH:4][CH:3]=1. (3) Given the reactants [CH3:1][NH:2][C:3]1[CH:8]=[CH:7][C:6]([N+:9]([O-])=O)=[CH:5][CH:4]=1.[C:20](O[C:20]([O:22][C:23]([CH3:26])([CH3:25])[CH3:24])=[O:21])([O:22][C:23]([CH3:26])([CH3:25])[CH3:24])=[O:21].[Cl-].[NH4+], predict the reaction product. The product is: [NH2:9][C:6]1[CH:7]=[CH:8][C:3]([N:2]([CH3:1])[C:20](=[O:21])[O:22][C:23]([CH3:24])([CH3:25])[CH3:26])=[CH:4][CH:5]=1.